Dataset: Catalyst prediction with 721,799 reactions and 888 catalyst types from USPTO. Task: Predict which catalyst facilitates the given reaction. (1) Reactant: [Cl:1][C:2]1[CH:3]=[C:4]([C:8]2[O:12][N:11]=[C:10]([C@H:13]([OH:15])[CH3:14])[CH:9]=2)[CH:5]=[CH:6][CH:7]=1.CS([C:20]1[N:21]([CH3:31])[C:22]([C:25]2[CH:30]=[CH:29][N:28]=[CH:27][CH:26]=2)=[N:23][N:24]=1)(=O)=O.C(=O)([O-])[O-].[Cs+].[Cs+].[Cl-].[Cs+]. Product: [Cl:1][C:2]1[CH:3]=[C:4]([C:8]2[O:12][N:11]=[C:10]([C@H:13]([O:15][C:20]3[N:21]([CH3:31])[C:22]([C:25]4[CH:30]=[CH:29][N:28]=[CH:27][CH:26]=4)=[N:23][N:24]=3)[CH3:14])[CH:9]=2)[CH:5]=[CH:6][CH:7]=1. The catalyst class is: 16. (2) Reactant: [F:1][C:2]1[N:10]=[CH:9][CH:8]=[CH:7][C:3]=1[C:4](Cl)=[O:5].[C:11]([C:15]1[CH:21]=[CH:20][C:18]([NH2:19])=[CH:17][CH:16]=1)([CH3:14])([CH3:13])[CH3:12].C([O-])(O)=O.[Na+]. Product: [C:11]([C:15]1[CH:16]=[CH:17][C:18]([NH:19][C:4](=[O:5])[C:3]2[CH:7]=[CH:8][CH:9]=[N:10][C:2]=2[F:1])=[CH:20][CH:21]=1)([CH3:14])([CH3:12])[CH3:13]. The catalyst class is: 2. (3) Product: [CH2:1]([N:3]([CH:29]1[CH2:34][CH2:33][O:32][CH2:31][CH2:30]1)[C:4]1[C:19]2[CH2:18][CH2:17][CH2:16][CH:15]([CH2:20][OH:21])[CH2:14][C:13]3[CH:22]=[C:23]([CH3:27])[NH:24][C:25](=[O:26])[C:12]=3[CH2:11][NH:10][C:9](=[O:28])[C:8]=2[CH:7]=[CH:6][CH:5]=1)[CH3:2]. The catalyst class is: 19. Reactant: [CH2:1]([N:3]([CH:29]1[CH2:34][CH2:33][O:32][CH2:31][CH2:30]1)[C:4]1[C:19]2[CH2:18][CH:17]=[CH:16][CH:15]([CH2:20][OH:21])[CH2:14][C:13]3[CH:22]=[C:23]([CH3:27])[NH:24][C:25](=[O:26])[C:12]=3[CH2:11][NH:10][C:9](=[O:28])[C:8]=2[CH:7]=[CH:6][CH:5]=1)[CH3:2]. (4) Reactant: COC1C=CC(P2(SP(C3C=CC(OC)=CC=3)(=S)S2)=[S:10])=CC=1.[CH2:23]([O:30][N:31]1[C:37](=[O:38])[N:36]2[CH2:39][C@H:32]1[CH2:33][CH2:34][C@H:35]2[C:40]([NH:42][NH:43][C:44]([CH:46]1[CH2:51][CH2:50][N:49]([C:52]([O:54][C:55]([CH3:58])([CH3:57])[CH3:56])=[O:53])[CH2:48][CH2:47]1)=O)=O)[C:24]1[CH:29]=[CH:28][CH:27]=[CH:26][CH:25]=1.C([O-])(O)=O.[Na+]. Product: [CH2:23]([O:30][N:31]1[C:37](=[O:38])[N:36]2[CH2:39][C@H:32]1[CH2:33][CH2:34][C@H:35]2[C:40]1[S:10][C:44]([CH:46]2[CH2:51][CH2:50][N:49]([C:52]([O:54][C:55]([CH3:58])([CH3:57])[CH3:56])=[O:53])[CH2:48][CH2:47]2)=[N:43][N:42]=1)[C:24]1[CH:29]=[CH:28][CH:27]=[CH:26][CH:25]=1. The catalyst class is: 1. (5) Reactant: [Cl:1][C:2]1[N:6]2[N:7]=[C:8]([CH3:27])[C:9]([CH2:18][CH:19]([OH:26])[CH2:20][C:21]([O:23]CC)=[O:22])=[C:10]([C:11]3[CH:16]=[CH:15][C:14]([F:17])=[CH:13][CH:12]=3)[C:5]2=[CH:4][CH:3]=1.[OH-].[Na+].CO. Product: [Cl:1][C:2]1[N:6]2[N:7]=[C:8]([CH3:27])[C:9]([CH2:18][CH:19]([OH:26])[CH2:20][C:21]([OH:23])=[O:22])=[C:10]([C:11]3[CH:12]=[CH:13][C:14]([F:17])=[CH:15][CH:16]=3)[C:5]2=[CH:4][CH:3]=1. The catalyst class is: 7. (6) Reactant: CS(O)(=O)=O.[F:6][C:7]1[CH:8]=[C:9]([NH:13][C:14]([NH2:16])=[S:15])[CH:10]=[CH:11][CH:12]=1.BrN1C(=O)CCC1=O.[OH-].[Na+]. Product: [F:6][C:7]1[CH:12]=[CH:11][C:10]2[S:15][C:14]([NH2:16])=[N:13][C:9]=2[CH:8]=1. The catalyst class is: 15. (7) The catalyst class is: 22. Product: [O:2]1[CH2:6][CH2:5][CH:4]([CH2:7][NH:8][C:29]([C:26]2[CH:25]=[C:24]([CH2:23][O:22][CH2:21][CH:16]3[CH2:20][CH2:19][CH2:18][CH2:17]3)[O:28][N:27]=2)=[O:30])[CH2:3]1. Reactant: Cl.[O:2]1[CH2:6][CH2:5][CH:4]([CH2:7][NH2:8])[CH2:3]1.C(N(CC)CC)C.[CH:16]1([CH2:21][O:22][CH2:23][C:24]2[O:28][N:27]=[C:26]([C:29](O)=[O:30])[CH:25]=2)[CH2:20][CH2:19][CH2:18][CH2:17]1.ON1C2C=CC=CC=2N=N1.Cl.C(N=C=NCCCN(C)C)C.Cl. (8) Reactant: P(Cl)(Cl)([Cl:3])=O.[N:6]1([S:12]([C:15]2[CH:16]=[C:17]([CH2:21]O)[CH:18]=[CH:19][CH:20]=2)(=[O:14])=[O:13])[CH2:11][CH2:10][CH2:9][CH2:8][CH2:7]1.C(=O)([O-])[O-].[Na+].[Na+]. Product: [Cl:3][CH2:21][C:17]1[CH:16]=[C:15]([S:12]([N:6]2[CH2:11][CH2:10][CH2:9][CH2:8][CH2:7]2)(=[O:14])=[O:13])[CH:20]=[CH:19][CH:18]=1. The catalyst class is: 3.